Dataset: Forward reaction prediction with 1.9M reactions from USPTO patents (1976-2016). Task: Predict the product of the given reaction. (1) Given the reactants [C:1]([NH:9][C:10]1[CH:15]=[CH:14][C:13]([CH:16]=[CH:17][C:18]([OH:20])=[O:19])=[CH:12][CH:11]=1)(=[O:8])[C:2]1[CH:7]=[CH:6][CH:5]=[CH:4][CH:3]=1, predict the reaction product. The product is: [C:1]([NH:9][C:10]1[CH:15]=[CH:14][C:13]([CH2:16][CH2:17][C:18]([OH:20])=[O:19])=[CH:12][CH:11]=1)(=[O:8])[C:2]1[CH:7]=[CH:6][CH:5]=[CH:4][CH:3]=1. (2) Given the reactants C([N:8]1[CH2:13][CH2:12][N:11]([C:14]2[N:19]=[CH:18][C:17]([NH:20][C:21]([C:23]3[O:27][C:26]([C:28]4[CH:33]=[CH:32][CH:31]=[CH:30][CH:29]=4)=[N:25][C:24]=3[C:34]([F:37])([F:36])[F:35])=[O:22])=[CH:16][CH:15]=2)[CH2:10][C:9]1=[O:38])C1C=CC=CC=1.CN(C(ON1N=NC2C=CC=NC1=2)=[N+](C)C)C.F[P-](F)(F)(F)(F)F.NC1C=CC(N2CC(NC([NH:77][C:78]3[CH:83]=[CH:82][CH:81]=[CH:80][C:79]=3[F:84])=O)C2)=NC=1, predict the reaction product. The product is: [F:84][C:79]1[CH:80]=[CH:81][CH:82]=[CH:83][C:78]=1[NH:77][C:9](=[O:38])[NH:8][CH:13]1[CH2:10][N:11]([C:14]2[N:19]=[CH:18][C:17]([NH:20][C:21]([C:23]3[O:27][C:26]([C:28]4[CH:33]=[CH:32][CH:31]=[CH:30][CH:29]=4)=[N:25][C:24]=3[C:34]([F:36])([F:37])[F:35])=[O:22])=[CH:16][CH:15]=2)[CH2:12]1.